This data is from M1 muscarinic receptor agonist screen with 61,833 compounds. The task is: Binary Classification. Given a drug SMILES string, predict its activity (active/inactive) in a high-throughput screening assay against a specified biological target. (1) The molecule is o1c(C(=O)CCNc2ccccc2)ccc1C. The result is 0 (inactive). (2) The molecule is O=c1nc([nH]c(c1c1ccccc1)C)CC. The result is 0 (inactive). (3) The drug is S1C(NC(=O)CNC(=O)C2CCCCC2)=NCC1. The result is 0 (inactive). (4) The drug is S(CCC(NC(OC(C)(C)C)=O)c1oc(SCC(C)=C)nn1)C. The result is 0 (inactive). (5) The molecule is O=C(Nc1ccc(OC)cc1)C1CN(CCC1)c1n2ncnc2nc2c1CCC2. The result is 0 (inactive).